Dataset: Full USPTO retrosynthesis dataset with 1.9M reactions from patents (1976-2016). Task: Predict the reactants needed to synthesize the given product. (1) Given the product [Br:8][C:17]1[C:18](=[O:33])[N:19]([C:23]2[CH:24]=[C:25]([CH:29]=[CH:30][C:31]=2[CH3:32])[C:26]([OH:28])=[O:27])[C:20]([CH3:22])=[CH:21][C:16]=1[O:15][CH2:14][C:13]1[CH:34]=[CH:35][C:10]([F:9])=[CH:11][C:12]=1[CH2:36][NH:37][C:38]([O:40][CH3:41])=[O:39], predict the reactants needed to synthesize it. The reactants are: C1C(=O)N([Br:8])C(=O)C1.[F:9][C:10]1[CH:35]=[CH:34][C:13]([CH2:14][O:15][C:16]2[CH:21]=[C:20]([CH3:22])[N:19]([C:23]3[CH:24]=[C:25]([CH:29]=[CH:30][C:31]=3[CH3:32])[C:26]([OH:28])=[O:27])[C:18](=[O:33])[CH:17]=2)=[C:12]([CH2:36][NH:37][C:38]([O:40][CH3:41])=[O:39])[CH:11]=1. (2) Given the product [CH2:1]([O:3][C:4]([C:6]1([CH2:19][CH2:20][O:21][CH3:22])[CH2:7][CH2:8][N:9]([C:12]([O:14][C:15]([CH3:17])([CH3:16])[CH3:18])=[O:13])[C:10](=[O:25])[CH2:11]1)=[O:5])[CH3:2], predict the reactants needed to synthesize it. The reactants are: [CH2:1]([O:3][C:4]([C:6]1([CH2:19][CH2:20][O:21][CH3:22])[CH2:11][CH2:10][N:9]([C:12]([O:14][C:15]([CH3:18])([CH3:17])[CH3:16])=[O:13])[CH2:8][CH2:7]1)=[O:5])[CH3:2].CC[O:25]C(C)=O. (3) Given the product [CH2:9]([N+:25]1[CH:26]=[CH:27][CH:28]=[CH:29][CH:30]=1)[CH2:10][CH2:11][CH2:12][CH2:13][CH2:14][CH2:15][CH2:16][CH2:17][CH2:18][CH2:19][CH2:20][CH2:21][CH2:22][CH2:23][CH3:24].[CH:35]1[C:36]([NH2:37])=[CH:31][CH:32]=[C:33]([S:38]([NH:41][C:42]2[S:46][CH:45]=[CH:44][N:43]=2)(=[O:40])=[O:39])[CH:34]=1, predict the reactants needed to synthesize it. The reactants are: C1C=CC=CC=1.[Na+].[Cl-].[CH2:9]([N+:25]1[CH:30]=[CH:29][CH:28]=[CH:27][CH:26]=1)[CH2:10][CH2:11][CH2:12][CH2:13][CH2:14][CH2:15][CH2:16][CH2:17][CH2:18][CH2:19][CH2:20][CH2:21][CH2:22][CH2:23][CH3:24].[CH:31]1[C:36]([NH2:37])=[CH:35][CH:34]=[C:33]([S:38]([NH:41][C:42]2[S:46][CH:45]=[CH:44][N:43]=2)(=[O:40])=[O:39])[CH:32]=1. (4) Given the product [Cl:15][C:16]1[CH:17]=[C:18]([NH:19][C:2]2[C:3](=[O:14])[NH:4][C:5](=[O:13])[C:6]=2[C:7]2[CH:12]=[CH:11][CH:10]=[CH:9][CH:8]=2)[CH:20]=[CH:21][CH:22]=1, predict the reactants needed to synthesize it. The reactants are: Cl[C:2]1[C:3](=[O:14])[NH:4][C:5](=[O:13])[C:6]=1[C:7]1[CH:12]=[CH:11][CH:10]=[CH:9][CH:8]=1.[Cl:15][C:16]1[CH:17]=[C:18]([CH:20]=[CH:21][CH:22]=1)[NH2:19].